Task: Predict the product of the given reaction.. Dataset: Forward reaction prediction with 1.9M reactions from USPTO patents (1976-2016) (1) Given the reactants C(OC([N:8]1[CH2:15][CH2:14][C@H:13]([CH3:16])[C@@H:9]1[C:10](O)=[O:11])=O)(C)(C)C.[Cl:17][C:18]1[CH:19]=[CH:20][C:21]([N:33]2[CH:37]=[N:36][N:35]=[N:34]2)=[C:22]([CH:32]=1)[CH2:23][NH:24][C:25](=[O:31])[C@@H:26]1[CH2:30][CH2:29][CH2:28][NH:27]1.C(Cl)CCl.C1C=NC2N(O)N=NC=2C=1, predict the reaction product. The product is: [CH3:16][C@H:13]1[CH2:14][CH2:15][NH:8][C@H:9]1[C:10]([N:27]1[CH2:28][CH2:29][CH2:30][C@H:26]1[C:25]([NH:24][CH2:23][C:22]1[CH:32]=[C:18]([Cl:17])[CH:19]=[CH:20][C:21]=1[N:33]1[CH:37]=[N:36][N:35]=[N:34]1)=[O:31])=[O:11]. (2) Given the reactants Cl[C:2]1[C:12]([C:13]#[N:14])=[CH:11][C:5]([C:6]([O:8][CH2:9][CH3:10])=[O:7])=[C:4]([CH3:15])[N:3]=1.[NH:16]1[CH2:19][CH:18]([NH:20][C:21](=[O:27])[O:22][C:23]([CH3:26])([CH3:25])[CH3:24])[CH2:17]1.CCN(C(C)C)C(C)C, predict the reaction product. The product is: [C:23]([O:22][C:21]([NH:20][CH:18]1[CH2:17][N:16]([C:2]2[C:12]([C:13]#[N:14])=[CH:11][C:5]([C:6]([O:8][CH2:9][CH3:10])=[O:7])=[C:4]([CH3:15])[N:3]=2)[CH2:19]1)=[O:27])([CH3:26])([CH3:24])[CH3:25]. (3) Given the reactants Cl[C:2]1[N:7]=[C:6]([NH:8][C@@H:9]([C:11]2[CH:16]=[C:15]([Cl:17])[CH:14]=[CH:13][C:12]=2[Cl:18])[CH3:10])[C:5]([N+:19]([O-:21])=[O:20])=[CH:4][N:3]=1.C(N(C(C)C)CC)(C)C.[NH2:31][CH2:32][C@@H:33]1[CH2:37][CH2:36][N:35]([C:38]([O:40][C:41]([CH3:44])([CH3:43])[CH3:42])=[O:39])[CH2:34]1, predict the reaction product. The product is: [Cl:18][C:12]1[CH:13]=[CH:14][C:15]([Cl:17])=[CH:16][C:11]=1[C@H:9]([NH:8][C:6]1[C:5]([N+:19]([O-:21])=[O:20])=[CH:4][N:3]=[C:2]([NH:31][CH2:32][C@@H:33]2[CH2:37][CH2:36][N:35]([C:38]([O:40][C:41]([CH3:44])([CH3:43])[CH3:42])=[O:39])[CH2:34]2)[N:7]=1)[CH3:10]. (4) Given the reactants [CH2:1]([N:3]([CH2:6][C:7]1[CH:12]=[CH:11][C:10]([CH2:13][C:14]#[N:15])=[CH:9][CH:8]=1)[CH2:4][CH3:5])[CH3:2], predict the reaction product. The product is: [CH2:1]([N:3]([CH2:6][C:7]1[CH:8]=[CH:9][C:10]([CH2:13][CH2:14][NH2:15])=[CH:11][CH:12]=1)[CH2:4][CH3:5])[CH3:2]. (5) Given the reactants C(P1(=O)OP(CCC)(=O)OP(CCC)(=O)O1)CC.[CH3:19][O:20][CH:21]([O:31][CH3:32])[CH2:22][NH:23][CH:24]1[CH2:30][CH2:29][CH2:28][CH2:27][CH2:26][CH2:25]1.[CH3:33][N:34]1[CH:38]=[C:37]([C:39]2[CH:40]=[C:41]([CH:50]=[CH:51][CH:52]=2)[CH2:42][CH2:43][O:44][CH2:45][CH2:46][C:47](O)=[O:48])[N:36]=[N:35]1.C(N(CC)CC)C, predict the reaction product. The product is: [CH:24]1([N:23]([CH2:22][CH:21]([O:31][CH3:32])[O:20][CH3:19])[C:47](=[O:48])[CH2:46][CH2:45][O:44][CH2:43][CH2:42][C:41]2[CH:50]=[CH:51][CH:52]=[C:39]([C:37]3[N:36]=[N:35][N:34]([CH3:33])[CH:38]=3)[CH:40]=2)[CH2:30][CH2:29][CH2:28][CH2:27][CH2:26][CH2:25]1. (6) Given the reactants [F:1][C:2]1[CH:7]=[CH:6][C:5]([C:8]2[CH:13]=[CH:12][C:11]([N:14]3[CH:18]=[C:17]([NH:19][C:20]([NH2:22])=[O:21])[C:16]([C:23]([NH2:25])=[O:24])=[N:15]3)=[CH:10][C:9]=2[CH3:26])=[C:4]([OH:27])[CH:3]=1.Br[CH2:29][C:30]#[N:31].C(=O)([O-])[O-].[K+].[K+], predict the reaction product. The product is: [C:30]([CH2:29][O:27][C:4]1[CH:3]=[C:2]([F:1])[CH:7]=[CH:6][C:5]=1[C:8]1[CH:13]=[CH:12][C:11]([N:14]2[CH:18]=[C:17]([NH:19][C:20]([NH2:22])=[O:21])[C:16]([C:23]([NH2:25])=[O:24])=[N:15]2)=[CH:10][C:9]=1[CH3:26])#[N:31].